Dataset: Full USPTO retrosynthesis dataset with 1.9M reactions from patents (1976-2016). Task: Predict the reactants needed to synthesize the given product. (1) Given the product [Br:16][C:11]1[CH:10]=[C:9]([S:8][CH2:1][CH:2]2[CH2:3][CH2:4][CH2:5][CH2:6][CH2:7]2)[CH:14]=[C:13]([F:15])[CH:12]=1, predict the reactants needed to synthesize it. The reactants are: [C:1](=O)([S:8][C:9]1[CH:14]=[C:13]([F:15])[CH:12]=[C:11]([Br:16])[CH:10]=1)[C:2]1[CH:7]=[CH:6][CH:5]=[CH:4][CH:3]=1.BrCC1CCCCC1. (2) Given the product [CH3:1][C:2]1[CH:10]=[CH:9][C:8]([N+:11]([O-:13])=[O:12])=[CH:7][C:3]=1[C:4]([O:6][CH3:19])=[O:5], predict the reactants needed to synthesize it. The reactants are: [CH3:1][C:2]1[CH:10]=[CH:9][C:8]([N+:11]([O-:13])=[O:12])=[CH:7][C:3]=1[C:4]([OH:6])=[O:5].S(=O)(=O)(O)O.[CH3:19]O. (3) Given the product [C:22]([O:26][C:27](=[O:54])[CH:28]([NH:38][C:39]([C:41]1[CH:42]=[CH:43][C:44]([C:47]2[CH:48]=[CH:49][C:50]([NH:53][C:8](=[O:10])[CH2:7][C:1]3[CH:2]=[CH:3][CH:4]=[CH:5][CH:6]=3)=[CH:51][CH:52]=2)=[CH:45][CH:46]=1)=[O:40])[CH2:29][CH2:30][C:31]([O:33][C:34]([CH3:37])([CH3:36])[CH3:35])=[O:32])([CH3:23])([CH3:24])[CH3:25], predict the reactants needed to synthesize it. The reactants are: [C:1]1([CH2:7][C:8]([OH:10])=O)[CH:6]=[CH:5][CH:4]=[CH:3][CH:2]=1.CCN=C=NCCCN(C)C.[C:22]([O:26][C:27](=[O:54])[CH:28]([NH:38][C:39]([C:41]1[CH:46]=[CH:45][C:44]([C:47]2[CH:52]=[CH:51][C:50]([NH2:53])=[CH:49][CH:48]=2)=[CH:43][CH:42]=1)=[O:40])[CH2:29][CH2:30][C:31]([O:33][C:34]([CH3:37])([CH3:36])[CH3:35])=[O:32])([CH3:25])([CH3:24])[CH3:23].CCN(CC)CC. (4) Given the product [Cl:1][C:2]1[CH:3]=[C:4]2[C:9](=[CH:10][CH:11]=1)[CH:8]=[C:7]([S:12]([CH2:15][CH2:16][C:17]([N:19]1[CH2:20][CH2:21][CH:22]([C:25]3[N:26]=[CH:27][N:28]([C:43]([C:37]4[CH:42]=[CH:41][CH:40]=[CH:39][CH:38]=4)([C:51]4[CH:52]=[CH:53][CH:54]=[CH:55][CH:56]=4)[C:45]4[CH:46]=[CH:47][CH:48]=[CH:49][CH:50]=4)[CH:29]=3)[CH2:23][CH2:24]1)=[O:18])(=[O:13])=[O:14])[CH:6]=[CH:5]2, predict the reactants needed to synthesize it. The reactants are: [Cl:1][C:2]1[CH:3]=[C:4]2[C:9](=[CH:10][CH:11]=1)[CH:8]=[C:7]([S:12]([CH2:15][CH2:16][C:17]([N:19]1[CH2:24][CH2:23][CH:22]([C:25]3[N:26]=[CH:27][NH:28][CH:29]=3)[CH2:21][CH2:20]1)=[O:18])(=[O:14])=[O:13])[CH:6]=[CH:5]2.C(N(CC)CC)C.[C:37]1([C:43]([C:51]2[CH:56]=[CH:55][CH:54]=[CH:53][CH:52]=2)([C:45]2[CH:50]=[CH:49][CH:48]=[CH:47][CH:46]=2)Cl)[CH:42]=[CH:41][CH:40]=[CH:39][CH:38]=1.